From a dataset of Catalyst prediction with 721,799 reactions and 888 catalyst types from USPTO. Predict which catalyst facilitates the given reaction. Reactant: [Br:1][C:2]1[C:3]([O:13][CH3:14])=[CH:4][C:5]([CH3:12])=[C:6]([NH:8]C(=O)C)[CH:7]=1.Cl.C([O-])(O)=O.[Na+]. Product: [Br:1][C:2]1[C:3]([O:13][CH3:14])=[CH:4][C:5]([CH3:12])=[C:6]([CH:7]=1)[NH2:8]. The catalyst class is: 5.